This data is from Forward reaction prediction with 1.9M reactions from USPTO patents (1976-2016). The task is: Predict the product of the given reaction. (1) Given the reactants N1C=CC=CC=1.[C:7]([O:11][C:12]([N:14]1[CH2:19][CH2:18][N:17]([C:20]2[CH:25]=[C:24]([NH2:26])[CH:23]=[CH:22][C:21]=2[O:27][CH3:28])[CH2:16][CH2:15]1)=[O:13])([CH3:10])([CH3:9])[CH3:8].[Cl:29][C:30]1[CH:43]=[CH:42][C:33]2[S:34][C:35]([S:38](Cl)(=[O:40])=[O:39])=[C:36]([CH3:37])[C:32]=2[CH:31]=1, predict the reaction product. The product is: [CH3:28][O:27][C:21]1[CH:22]=[CH:23][C:24]([NH:26][S:38]([C:35]2[S:34][C:33]3[CH:42]=[CH:43][C:30]([Cl:29])=[CH:31][C:32]=3[C:36]=2[CH3:37])(=[O:40])=[O:39])=[CH:25][C:20]=1[N:17]1[CH2:18][CH2:19][N:14]([C:12]([O:11][C:7]([CH3:10])([CH3:9])[CH3:8])=[O:13])[CH2:15][CH2:16]1. (2) Given the reactants Br[C:2]1[NH:6][C:5]([C:7]2[CH:12]=[CH:11][CH:10]=[CH:9][CH:8]=2)=[C:4]([C:13]([O:15][CH3:16])=[O:14])[C:3]=1[CH3:17].[N:18]1[CH:23]=[CH:22][C:21](B(O)O)=[CH:20][CH:19]=1.C([O-])(O)=O.[Na+], predict the reaction product. The product is: [CH3:17][C:3]1[C:4]([C:13]([O:15][CH3:16])=[O:14])=[C:5]([C:7]2[CH:12]=[CH:11][CH:10]=[CH:9][CH:8]=2)[NH:6][C:2]=1[C:21]1[CH:22]=[CH:23][N:18]=[CH:19][CH:20]=1. (3) Given the reactants [CH3:1][O:2][CH2:3][C:4]1[CH:5]=[CH:6][C:7]([N+:11]([O-])=O)=[C:8]([OH:10])[CH:9]=1.[H][H], predict the reaction product. The product is: [NH2:11][C:7]1[CH:6]=[CH:5][C:4]([CH2:3][O:2][CH3:1])=[CH:9][C:8]=1[OH:10]. (4) Given the reactants [OH-].[K+].[CH:3]([N:16]1[CH2:19]C(C#N)[CH2:17]1)([C:10]1[CH:15]=[CH:14][CH:13]=[CH:12][CH:11]=1)[C:4]1[CH:9]=[CH:8][CH:7]=[CH:6][CH:5]=1.Cl.[Cl-].[Na+].C[O:26][CH:27]([OH:29])[CH3:28], predict the reaction product. The product is: [CH:3]([N:16]1[CH2:19][CH:28]([C:27]([OH:29])=[O:26])[CH2:17]1)([C:10]1[CH:11]=[CH:12][CH:13]=[CH:14][CH:15]=1)[C:4]1[CH:9]=[CH:8][CH:7]=[CH:6][CH:5]=1. (5) Given the reactants C(OC(=O)N([CH:12]1[O:26][C:16]2=[C:17]3[C:22](=[CH:23][CH:24]=[C:15]2[O:14][CH2:13]1)[N:21]=[C:20]([CH3:25])[CH:19]=[CH:18]3)CCC=O)(C)(C)C.[F:28][C:29]1[CH:30]=[C:31]2[C:36](=[C:37]([F:39])[CH:38]=1)[NH:35][CH2:34][CH2:33][CH2:32]2, predict the reaction product. The product is: [F:28][C:29]1[CH:30]=[C:31]2[C:36](=[C:37]([F:39])[CH:38]=1)[N:35]([CH2:18][CH2:19][CH2:20][NH:21][CH2:22][C@@H:12]1[O:26][C:16]3=[C:17]4[C:22](=[CH:23][CH:24]=[C:15]3[O:14][CH2:13]1)[N:21]=[C:20]([CH3:25])[CH:19]=[CH:18]4)[CH2:34][CH2:33][CH2:32]2.